From a dataset of Full USPTO retrosynthesis dataset with 1.9M reactions from patents (1976-2016). Predict the reactants needed to synthesize the given product. Given the product [C:26]([NH:1][C@@H:2]1[C@H:6]2[O:7][CH2:8][C@H:9]([NH:10][C:11](=[O:25])[C:12]3[CH:17]=[CH:16][CH:15]=[C:14]([O:18][C:19]4[CH:20]=[CH:21][CH:22]=[CH:23][CH:24]=4)[CH:13]=3)[C@H:5]2[O:4][CH2:3]1)(=[O:28])[CH3:27], predict the reactants needed to synthesize it. The reactants are: [NH2:1][C@@H:2]1[C@H:6]2[O:7][CH2:8][C@H:9]([NH:10][C:11](=[O:25])[C:12]3[CH:17]=[CH:16][CH:15]=[C:14]([O:18][C:19]4[CH:24]=[CH:23][CH:22]=[CH:21][CH:20]=4)[CH:13]=3)[C@H:5]2[O:4][CH2:3]1.[C:26](O)(=[O:28])[CH3:27].